This data is from Full USPTO retrosynthesis dataset with 1.9M reactions from patents (1976-2016). The task is: Predict the reactants needed to synthesize the given product. (1) Given the product [CH3:48][O:47][C:44]1[CH:45]=[CH:46][C:41]([CH2:40][N:8]([CH2:7][C:6]2[CH:49]=[CH:50][C:3]([O:2][CH3:1])=[CH:4][CH:5]=2)[C:9]2[N:10]=[CH:11][C:12]([C:15]3[C:16]4[CH2:29][CH2:28][N:27]([C:30]5[CH:38]=[CH:37][C:33]([C:34]([N:61]6[CH2:62][CH2:63][N:58]([CH2:57][C:53]7[CH:52]=[N:51][CH:56]=[CH:55][CH:54]=7)[CH2:59][CH2:60]6)=[O:36])=[CH:32][C:31]=5[F:39])[C:17]=4[N:18]=[C:19]([N:21]4[CH2:26][CH2:25][O:24][CH2:23][CH2:22]4)[N:20]=3)=[CH:13][N:14]=2)=[CH:42][CH:43]=1, predict the reactants needed to synthesize it. The reactants are: [CH3:1][O:2][C:3]1[CH:50]=[CH:49][C:6]([CH2:7][N:8]([CH2:40][C:41]2[CH:46]=[CH:45][C:44]([O:47][CH3:48])=[CH:43][CH:42]=2)[C:9]2[N:14]=[CH:13][C:12]([C:15]3[C:16]4[CH2:29][CH2:28][N:27]([C:30]5[CH:38]=[CH:37][C:33]([C:34]([OH:36])=O)=[CH:32][C:31]=5[F:39])[C:17]=4[N:18]=[C:19]([N:21]4[CH2:26][CH2:25][O:24][CH2:23][CH2:22]4)[N:20]=3)=[CH:11][N:10]=2)=[CH:5][CH:4]=1.[N:51]1[CH:56]=[CH:55][CH:54]=[C:53]([CH2:57][N:58]2[CH2:63][CH2:62][NH:61][CH2:60][CH2:59]2)[CH:52]=1. (2) Given the product [C:19]([O:23][C:24]([N:26]1[CH2:31][CH2:30][CH:29]([O:32][C:33]2[CH:34]=[CH:35][C:36]([N:39]([CH2:5]/[C:6](/[CH3:16])=[CH:7]/[C:8]3[CH:13]=[CH:12][CH:11]=[C:10]([C:14]#[N:15])[CH:9]=3)[S:40]([CH2:43][CH3:44])(=[O:42])=[O:41])=[CH:37][CH:38]=2)[CH2:28][CH2:27]1)=[O:25])([CH3:22])([CH3:21])[CH3:20], predict the reactants needed to synthesize it. The reactants are: C(=O)([O-])OCC[CH2:5]/[C:6](/[CH3:16])=[CH:7]/[C:8]1[CH:13]=[CH:12][CH:11]=[C:10]([C:14]#[N:15])[CH:9]=1.[C:19]([O:23][C:24]([N:26]1[CH2:31][CH2:30][CH:29]([O:32][C:33]2[CH:38]=[CH:37][C:36]([NH:39][S:40]([CH2:43][CH3:44])(=[O:42])=[O:41])=[CH:35][CH:34]=2)[CH2:28][CH2:27]1)=[O:25])([CH3:22])([CH3:21])[CH3:20].C1(P(C2C=CC=CC=2)C2C=CC=CC=2)C=CC=CC=1. (3) The reactants are: [Cl:1][C:2]1[CH:7]=[C:6]([Cl:8])[CH:5]=[CH:4][C:3]=1[CH:9]1O[CH:10]1[C:12]([C:14]1[CH:19]=[CH:18][C:17]([O:20][CH2:21][C:22]([C:30]2[CH:35]=[CH:34][C:33]([F:36])=[CH:32][C:31]=2[F:37])([OH:29])[CH2:23][N:24]2[CH:28]=[N:27][CH:26]=[N:25]2)=[CH:16][CH:15]=1)=O.C1(C)C=CC(S(O)(=O)=O)=CC=1.O.[NH2:50][NH2:51]. Given the product [Cl:1][C:2]1[CH:7]=[C:6]([Cl:8])[CH:5]=[CH:4][C:3]=1[C:9]1[NH:51][N:50]=[C:12]([C:14]2[CH:19]=[CH:18][C:17]([O:20][CH2:21][C:22]([C:30]3[CH:35]=[CH:34][C:33]([F:36])=[CH:32][C:31]=3[F:37])([OH:29])[CH2:23][N:24]3[CH:28]=[N:27][CH:26]=[N:25]3)=[CH:16][CH:15]=2)[CH:10]=1, predict the reactants needed to synthesize it.